Dataset: Acute oral toxicity (LD50) regression data from Zhu et al.. Task: Regression/Classification. Given a drug SMILES string, predict its toxicity properties. Task type varies by dataset: regression for continuous values (e.g., LD50, hERG inhibition percentage) or binary classification for toxic/non-toxic outcomes (e.g., AMES mutagenicity, cardiotoxicity, hepatotoxicity). Dataset: ld50_zhu. The drug is CCOP(=O)(OCC)OC(C)=CC(=O)N(C)C. The rat oral LD50 is 4.47, given as -log10 of the dose in mol/kg body weight (higher means more acutely toxic).